Dataset: Catalyst prediction with 721,799 reactions and 888 catalyst types from USPTO. Task: Predict which catalyst facilitates the given reaction. (1) Reactant: ClC1C=C(C=CC=1)C(OO)=[O:6].[Cl:12][C:13]1[CH:18]=[CH:17][C:16]([NH:19][C:20]([C:22]2[C:23]([S:28][CH2:29][C:30]3[CH:35]=[CH:34][N:33]=[CH:32][CH:31]=3)=[N:24][CH:25]=[CH:26][CH:27]=2)=[O:21])=[CH:15][CH:14]=1. Product: [Cl:12][C:13]1[CH:18]=[CH:17][C:16]([NH:19][C:20]([C:22]2[C:23]([S:28]([CH2:29][C:30]3[CH:31]=[CH:32][N:33]=[CH:34][CH:35]=3)=[O:6])=[N:24][CH:25]=[CH:26][CH:27]=2)=[O:21])=[CH:15][CH:14]=1. The catalyst class is: 22. (2) Reactant: C1(C(C2C=CC=CC=2)=[N:8][NH:9][C:10]2[CH:15]=[C:14]([N:16]([CH3:18])[CH3:17])[CH:13]=[CH:12][N:11]=2)C=CC=CC=1.Cl. Product: [NH:9]([C:10]1[CH:15]=[C:14]([N:16]([CH3:18])[CH3:17])[CH:13]=[CH:12][N:11]=1)[NH2:8]. The catalyst class is: 11. (3) Reactant: [Cl:1][C:2]1[N:3]=[CH:4][NH:5][C:6]=1[Cl:7].[OH-].[K+].[Br:10][CH2:11][CH2:12][CH2:13][CH2:14][CH2:15][CH3:16].[K+].[Br-].Br[CH2:20][C:21]1[CH:30]=[CH:29][C:28]2[C:23](=[CH:24][CH:25]=[CH:26][CH:27]=2)[CH:22]=1. Product: [Br-:10].[CH2:11]([C:29]1[C:28]2[C:23](=[CH:24][CH:25]=[CH:26][CH:27]=2)[CH:22]=[C:21]([CH3:20])[C:30]=1[N+:3]1[C:2]([Cl:1])=[C:6]([Cl:7])[NH:5][CH:4]=1)[CH2:12][CH2:13][CH2:14][CH2:15][CH3:16]. The catalyst class is: 10.